This data is from CYP2C9 inhibition data for predicting drug metabolism from PubChem BioAssay. The task is: Regression/Classification. Given a drug SMILES string, predict its absorption, distribution, metabolism, or excretion properties. Task type varies by dataset: regression for continuous measurements (e.g., permeability, clearance, half-life) or binary classification for categorical outcomes (e.g., BBB penetration, CYP inhibition). Dataset: cyp2c9_veith. (1) The drug is CC(C)COc1ccc(C2(C#N)CC[N+](C)(C)CC2)cc1.[Br-]. The result is 0 (non-inhibitor). (2) The compound is Cn1c(=O)c2[nH]c(CCCc3ccc([N+](=O)[O-])cc3)nc2n(C)c1=O. The result is 0 (non-inhibitor).